Dataset: Forward reaction prediction with 1.9M reactions from USPTO patents (1976-2016). Task: Predict the product of the given reaction. (1) The product is: [Si:1]([O:8][CH:9]1[CH2:14][CH2:13][N:12]([C:15]2[C:16]([CH:26]([NH2:35])[CH3:27])=[CH:17][C:18]([Cl:25])=[C:19]3[C:24]=2[N:23]=[CH:22][CH:21]=[CH:20]3)[CH2:11][CH2:10]1)([C:4]([CH3:7])([CH3:6])[CH3:5])([CH3:3])[CH3:2]. Given the reactants [Si:1]([O:8][CH:9]1[CH2:14][CH2:13][N:12]([C:15]2[C:16]([C:26](=O)[CH3:27])=[CH:17][C:18]([Cl:25])=[C:19]3[C:24]=2[N:23]=[CH:22][CH:21]=[CH:20]3)[CH2:11][CH2:10]1)([C:4]([CH3:7])([CH3:6])[CH3:5])([CH3:3])[CH3:2].C([O-])(=O)C.[NH4+].C([BH3-])#[N:35].[Na+], predict the reaction product. (2) The product is: [C:13]([O:18][CH3:19])(=[O:17])[C:14]([CH3:16])=[CH2:15].[C:20]([O:24][CH2:25][CH2:26][CH2:27][CH3:28])(=[O:23])[CH:21]=[CH2:22].[C:29]([O:33][CH2:34][CH2:35][C:36]([OH:38])=[O:37])(=[O:32])[CH:30]=[CH2:31]. Given the reactants S(OOS([O-])(=O)=O)([O-])(=O)=O.[NH4+].[NH4+].[C:13]([O:18][CH3:19])(=[O:17])[C:14]([CH3:16])=[CH2:15].[C:20]([O:24][CH2:25][CH2:26][CH2:27][CH3:28])(=[O:23])[CH:21]=[CH2:22].[C:29]([O:33][CH2:34][CH2:35][C:36]([OH:38])=[O:37])(=[O:32])[CH:30]=[CH2:31].CCCCCCCCCCCCS, predict the reaction product. (3) Given the reactants [OH:1][C:2]1[CH:9]=[CH:8][C:5]([CH:6]=[O:7])=[CH:4][CH:3]=1.Br[CH2:11][CH2:12][CH2:13][CH2:14][CH2:15][C:16]([F:19])([F:18])[F:17].C([O-])([O-])=O.[K+].[K+], predict the reaction product. The product is: [F:17][C:16]([F:19])([F:18])[CH2:15][CH2:14][CH2:13][CH2:12][CH2:11][O:1][C:2]1[CH:9]=[CH:8][C:5]([CH:6]=[O:7])=[CH:4][CH:3]=1. (4) Given the reactants C([O:8][C:9]1[CH:14]=[CH:13][C:12](/[CH:15]=[C:16](\[O:22][CH2:23][CH3:24])/[C:17]([O:19][CH2:20][CH3:21])=[O:18])=[CH:11][C:10]=1[CH3:25])C1C=CC=CC=1, predict the reaction product. The product is: [CH2:23]([O:22][CH:16]([CH2:15][C:12]1[CH:13]=[CH:14][C:9]([OH:8])=[C:10]([CH3:25])[CH:11]=1)[C:17]([O:19][CH2:20][CH3:21])=[O:18])[CH3:24].